This data is from Full USPTO retrosynthesis dataset with 1.9M reactions from patents (1976-2016). The task is: Predict the reactants needed to synthesize the given product. (1) Given the product [N:24]1([CH:31]2[CH2:36][CH2:35][N:34]([C:8]([C:3]3[CH:4]=[CH:5][CH:6]=[CH:7][C:2]=3[F:1])([NH:12][C:13]([NH:15][C:16]3[CH:21]=[CH:20][C:19]([Cl:22])=[CH:18][CH:17]=3)=[O:14])[C:9]([NH2:39])=[O:11])[CH2:33][CH2:32]2)[CH2:29][CH2:28][CH2:27][CH2:26][C:25]1=[O:30], predict the reactants needed to synthesize it. The reactants are: [F:1][C:2]1[CH:7]=[CH:6][CH:5]=[CH:4][C:3]=1[CH:8]([NH:12][C:13]([NH:15][C:16]1[CH:21]=[CH:20][C:19]([Cl:22])=[CH:18][CH:17]=1)=[O:14])[C:9]([OH:11])=O.Cl.[N:24]1([CH:31]2[CH2:36][CH2:35][NH:34][CH2:33][CH2:32]2)[CH2:29][CH2:28][CH2:27][CH2:26][C:25]1=[O:30].C([N:39](CC)CC)C.Cl.N1CCCCC1.F[P-](F)(F)(F)(F)F.N1(O[P+](N(C)C)(N(C)C)N(C)C)C2C=CC=CC=2N=N1. (2) Given the product [CH3:54][O:53][CH2:52][CH2:51][CH2:50][O:3][C@H:4]1[C@H:9]([C:10]2[CH:15]=[CH:14][C:13]([O:16][CH2:17][CH2:18][CH2:19][O:20][CH3:21])=[CH:12][CH:11]=2)[C@@H:8]([O:22][CH2:23][C:24]2[CH:25]=[CH:26][C:27]3[O:32][CH2:31][CH2:30][N:29]([CH2:33][CH2:34][CH2:35][O:36][CH3:37])[C:28]=3[CH:38]=2)[CH2:7][N:6]([C:39]([O:41][CH2:42][C:43]2[CH:44]=[CH:45][CH:46]=[CH:47][CH:48]=2)=[O:40])[CH2:5]1, predict the reactants needed to synthesize it. The reactants are: [H-].[Na+].[OH:3][C@H:4]1[C@H:9]([C:10]2[CH:15]=[CH:14][C:13]([O:16][CH2:17][CH2:18][CH2:19][O:20][CH3:21])=[CH:12][CH:11]=2)[C@@H:8]([O:22][CH2:23][C:24]2[CH:25]=[CH:26][C:27]3[O:32][CH2:31][CH2:30][N:29]([CH2:33][CH2:34][CH2:35][O:36][CH3:37])[C:28]=3[CH:38]=2)[CH2:7][N:6]([C:39]([O:41][CH2:42][C:43]2[CH:48]=[CH:47][CH:46]=[CH:45][CH:44]=2)=[O:40])[CH2:5]1.Br[CH2:50][CH2:51][CH2:52][O:53][CH3:54].[I-].[Na+]. (3) The reactants are: [OH:1][C:2]1[CH:9]=[CH:8][C:5]([CH:6]=O)=[C:4]([O:10][CH3:11])[CH:3]=1.[C:12]1([S:18]([NH2:21])(=[O:20])=[O:19])[CH:17]=[CH:16][CH:15]=[CH:14][CH:13]=1.C1(C)C=CC=CC=1.C1(C)C=CC(S(O)(=O)=O)=CC=1. Given the product [OH:1][C:2]1[CH:9]=[CH:8][C:5]([CH:6]=[N:21][S:18]([C:12]2[CH:17]=[CH:16][CH:15]=[CH:14][CH:13]=2)(=[O:20])=[O:19])=[C:4]([O:10][CH3:11])[CH:3]=1, predict the reactants needed to synthesize it. (4) Given the product [CH2:17]([CH:16]([C:15]1[C:10]2[N:11]([C:7]([C:4]3[S:5][CH:6]=[C:2]([C:26]4[CH:25]=[N:24][CH:29]=[CH:28][CH:27]=4)[C:3]=3[CH3:23])=[C:8]([CH3:22])[N:9]=2)[N:12]=[C:13]([CH3:21])[CH:14]=1)[CH2:19][CH3:20])[CH3:18], predict the reactants needed to synthesize it. The reactants are: Br[C:2]1[C:3]([CH3:23])=[C:4]([C:7]2[N:11]3[N:12]=[C:13]([CH3:21])[CH:14]=[C:15]([CH:16]([CH2:19][CH3:20])[CH2:17][CH3:18])[C:10]3=[N:9][C:8]=2[CH3:22])[S:5][CH:6]=1.[N:24]1[CH:29]=[CH:28][CH:27]=[C:26](B(O)O)[CH:25]=1.C([O-])([O-])=O.[Na+].[Na+].C1C=CC(P(C2C=CC=CC=2)C2C=CC=CC=2)=CC=1. (5) The reactants are: [Br:1][C:2]1[CH:10]=[C:9]2[C:5]([CH:6]=[N:7][NH:8]2)=[C:4]([O:11][CH3:12])[CH:3]=1.Br[C:14]1C=C(OC)C2C([CH:22]=1)=NN(CC)C=2. Given the product [Br:1][C:2]1[CH:10]=[C:9]2[C:5]([CH:6]=[N:7][N:8]2[CH2:14][CH3:22])=[C:4]([O:11][CH3:12])[CH:3]=1, predict the reactants needed to synthesize it.